The task is: Predict which catalyst facilitates the given reaction.. This data is from Catalyst prediction with 721,799 reactions and 888 catalyst types from USPTO. (1) Reactant: [F:1][C:2]1[CH:28]=[CH:27][C:5]([CH2:6][NH:7][C:8]([NH:10][C:11]2[CH:12]=[C:13]([CH2:17][CH2:18][NH:19]C(=O)OC(C)(C)C)[CH:14]=[CH:15][CH:16]=2)=[O:9])=[CH:4][CH:3]=1.Cl. Product: [NH2:19][CH2:18][CH2:17][C:13]1[CH:12]=[C:11]([NH:10][C:8]([NH:7][CH2:6][C:5]2[CH:4]=[CH:3][C:2]([F:1])=[CH:28][CH:27]=2)=[O:9])[CH:16]=[CH:15][CH:14]=1. The catalyst class is: 12. (2) Reactant: [CH:1]1([NH:4][C:5]2[C:6]([CH3:18])=[C:7]([CH:11]=[CH:12][C:13]=2[S:14]([CH3:17])(=[O:16])=[O:15])[C:8]([OH:10])=O)[CH2:3][CH2:2]1.[CH3:19][N:20]1[C:24]([OH:25])=[CH:23][C:22]([CH3:26])=[N:21]1.Cl.CN(C)CCCN=C=NCC.CCN(CC)CC.[Si](C#N)(C)(C)C.[C-]#N.[K+]. Product: [CH3:19][N:20]1[C:24]([OH:25])=[C:23]([C:8](=[O:10])[C:7]2[CH:11]=[CH:12][C:13]([S:14]([CH3:17])(=[O:16])=[O:15])=[C:5]([NH:4][CH:1]3[CH2:2][CH2:3]3)[C:6]=2[CH3:18])[C:22]([CH3:26])=[N:21]1. The catalyst class is: 10. (3) Reactant: Cl[C:2]1[N:7]=[CH:6][C:5]2[N:8]=[CH:9][N:10]([CH:11]([CH3:13])[CH3:12])[C:4]=2[CH:3]=1.[CH3:14][N:15]1[CH:19]=[C:18]([NH:20][C:21]2[N:26]=[C:25]([NH2:27])[CH:24]=[CH:23][N:22]=2)[CH:17]=[N:16]1.C1(P(C2CCCCC2)C2C=CC=CC=2C2C(C(C)C)=CC(C(C)C)=CC=2C(C)C)CCCCC1.C(=O)([O-])[O-].[Cs+].[Cs+].C1(P(C2C=CC=CC=2)C2C3OC4C(=CC=CC=4P(C4C=CC=CC=4)C4C=CC=CC=4)C(C)(C)C=3C=CC=2)C=CC=CC=1. Product: [CH:11]([N:10]1[C:4]2[CH:3]=[C:2]([NH:27][C:25]3[CH:24]=[CH:23][N:22]=[C:21]([NH:20][C:18]4[CH:17]=[N:16][N:15]([CH3:14])[CH:19]=4)[N:26]=3)[N:7]=[CH:6][C:5]=2[N:8]=[CH:9]1)([CH3:13])[CH3:12]. The catalyst class is: 684.